From a dataset of Full USPTO retrosynthesis dataset with 1.9M reactions from patents (1976-2016). Predict the reactants needed to synthesize the given product. (1) Given the product [CH2:1]([O:8][C:9]1[CH:14]=[CH:13][C:12]([O:15][C:16]2[C:24]([CH3:25])=[CH:23][C:22]([N+:26]([O-:28])=[O:27])=[C:21]3[C:17]=2[CH2:18][CH2:19][CH2:20]3)=[C:11]([O:29][CH2:39][CH2:38][CH:32]2[CH2:37][CH2:36][CH2:35][CH2:34][CH2:33]2)[C:10]=1[CH2:30][CH3:31])[C:2]1[CH:7]=[CH:6][CH:5]=[CH:4][CH:3]=1, predict the reactants needed to synthesize it. The reactants are: [CH2:1]([O:8][C:9]1[C:10]([CH2:30][CH3:31])=[C:11]([OH:29])[C:12]([O:15][C:16]2[C:24]([CH3:25])=[CH:23][C:22]([N+:26]([O-:28])=[O:27])=[C:21]3[C:17]=2[CH2:18][CH2:19][CH2:20]3)=[CH:13][CH:14]=1)[C:2]1[CH:7]=[CH:6][CH:5]=[CH:4][CH:3]=1.[CH:32]1([CH2:38][CH2:39]O)[CH2:37][CH2:36][CH2:35][CH2:34][CH2:33]1. (2) The reactants are: [I:1][C:2]1[C:10]2[C:9](=[O:11])[NH:8][C:7]([NH:12]C(=O)C(C)(C)C)=[N:6][C:5]=2[N:4]([CH3:19])[CH:3]=1.[OH-].[Na+]. Given the product [NH2:12][C:7]1[NH:8][C:9](=[O:11])[C:10]2[C:2]([I:1])=[CH:3][N:4]([CH3:19])[C:5]=2[N:6]=1, predict the reactants needed to synthesize it. (3) Given the product [I:1][C:2]1[N:6]([CH3:7])[C:5]([C:8]2[CH:13]=[CH:12][CH:11]=[CH:10][N:9]=2)=[N:4][C:3]=1[C:14]1[CH:23]=[CH:22][C:17]([C:18]2[O:19][CH:24]=[N:21][N:20]=2)=[CH:16][CH:15]=1, predict the reactants needed to synthesize it. The reactants are: [I:1][C:2]1[N:6]([CH3:7])[C:5]([C:8]2[CH:13]=[CH:12][CH:11]=[CH:10][N:9]=2)=[N:4][C:3]=1[C:14]1[CH:23]=[CH:22][C:17]([C:18]([NH:20][NH2:21])=[O:19])=[CH:16][CH:15]=1.[C:24](O)(C(F)(F)F)=O. (4) Given the product [Br:1][C:2]1[N:7]=[C:6]2[N:8]([CH2:11][C:12]3[CH:22]=[CH:21][C:15]4[N:16]=[C:17]([S:19]([CH3:20])=[O:31])[S:18][C:14]=4[CH:13]=3)[CH:9]=[N:10][C:5]2=[CH:4][CH:3]=1, predict the reactants needed to synthesize it. The reactants are: [Br:1][C:2]1[N:7]=[C:6]2[N:8]([CH2:11][C:12]3[CH:22]=[CH:21][C:15]4[N:16]=[C:17]([S:19][CH3:20])[S:18][C:14]=4[CH:13]=3)[CH:9]=[N:10][C:5]2=[CH:4][CH:3]=1.ClC1C=CC=C(C(OO)=[O:31])C=1.C([O-])(O)=O.[Na+]. (5) Given the product [C:20]([C@@H:19]([NH:18][C:10]([C:7]1[CH:6]=[C:5]([O:13][CH2:14][CH:15]2[CH2:17][CH2:16]2)[C:4]([CH:1]2[CH2:2][CH2:3]2)=[CH:9][N:8]=1)=[O:12])[CH2:23][CH:24]([CH3:26])[CH3:25])(=[O:21])[NH2:22], predict the reactants needed to synthesize it. The reactants are: [CH:1]1([C:4]2[C:5]([O:13][CH2:14][CH:15]3[CH2:17][CH2:16]3)=[CH:6][C:7]([C:10]([OH:12])=O)=[N:8][CH:9]=2)[CH2:3][CH2:2]1.[NH2:18][C@@H:19]([CH2:23][CH:24]([CH3:26])[CH3:25])[C:20]([NH2:22])=[O:21]. (6) Given the product [C:21]([C:18]1[N:17]=[C:16]([NH:25][CH2:26][CH2:27][CH2:28][S:29][CH3:30])[C:15]([C:13]([N:8]([CH2:9][CH:10]([CH3:12])[CH3:11])[C@H:6]2[CH2:7][C@@H:2]([NH:1][S:46]([CH3:45])(=[O:48])=[O:47])[CH2:3][N:4]([C:31]([O:33][C:34]([CH3:35])([CH3:36])[CH3:37])=[O:32])[CH2:5]2)=[O:14])=[CH:20][N:19]=1)([CH3:24])([CH3:22])[CH3:23], predict the reactants needed to synthesize it. The reactants are: [NH2:1][C@@H:2]1[CH2:7][C@H:6]([N:8]([C:13]([C:15]2[C:16]([NH:25][CH2:26][CH2:27][CH2:28][S:29][CH3:30])=[N:17][C:18]([C:21]([CH3:24])([CH3:23])[CH3:22])=[N:19][CH:20]=2)=[O:14])[CH2:9][CH:10]([CH3:12])[CH3:11])[CH2:5][N:4]([C:31]([O:33][C:34]([CH3:37])([CH3:36])[CH3:35])=[O:32])[CH2:3]1.C(N(CC)CC)C.[CH3:45][S:46](Cl)(=[O:48])=[O:47].